From a dataset of Catalyst prediction with 721,799 reactions and 888 catalyst types from USPTO. Predict which catalyst facilitates the given reaction. Reactant: [NH2:1][C@@H:2]([CH2:23][C:24]1[CH:29]=[CH:28][C:27]([O:30][CH2:31][C:32]2[CH:37]=[CH:36][CH:35]=[CH:34][CH:33]=2)=[CH:26][CH:25]=1)[C@H:3]([OH:22])[CH2:4][N:5]([CH2:18][CH:19]([CH3:21])[CH3:20])[S:6]([C:9]1[CH:17]=[CH:16][C:12]2[O:13][CH2:14][O:15][C:11]=2[CH:10]=1)(=[O:8])=[O:7].[C:38](=O)([O:49]C1C=CC([N+]([O-])=O)=CC=1)[O:39][CH:40]1[CH:48]2[CH:43]([O:44][CH2:45][CH2:46][CH2:47]2)[O:42][CH2:41]1.C(N(C(C)C)CC)(C)C.C(#N)C. Product: [O:13]1[C:12]2[CH:16]=[CH:17][C:9]([S:6]([N:5]([CH2:18][CH:19]([CH3:20])[CH3:21])[CH2:4][C@@H:3]([OH:22])[C@@H:2]([NH:1][C:38](=[O:49])[O:39][CH:40]3[CH:48]4[CH:43]([O:44][CH2:45][CH2:46][CH2:47]4)[O:42][CH2:41]3)[CH2:23][C:24]3[CH:25]=[CH:26][C:27]([O:30][CH2:31][C:32]4[CH:33]=[CH:34][CH:35]=[CH:36][CH:37]=4)=[CH:28][CH:29]=3)(=[O:7])=[O:8])=[CH:10][C:11]=2[O:15][CH2:14]1. The catalyst class is: 98.